From a dataset of Reaction yield outcomes from USPTO patents with 853,638 reactions. Predict the reaction yield, written as a fraction of the theoretical maximum amount of product (1.0 means a 100% yield; for example, 0.34 means a 34% yield). (1) The reactants are [F:1][C:2]1[CH:3]=[C:4]([OH:8])[CH:5]=[CH:6][CH:7]=1.[Cl-].[Mg+2].[Cl-].C(N(CC)CC)C.[CH2:19]=[O:20].Cl. The catalyst is C(#N)C. The product is [OH:8][C:4]1[CH:3]=[C:2]([F:1])[CH:7]=[CH:6][C:5]=1[CH:19]=[O:20]. The yield is 0.720. (2) The reactants are [CH3:1][O:2][C:3]1[CH:12]=[CH:11][C:10]2[NH:9][C:8](=[O:13])[C:7]3[S:14][CH:15]=[CH:16][C:6]=3[C:5]=2[C:4]=1[C:17]1[CH:22]=[CH:21][C:20]([CH:23]([CH:33]([CH3:35])[CH3:34])[CH2:24][NH:25]C(=O)OC(C)(C)C)=[CH:19][CH:18]=1.[ClH:36]. The catalyst is CCOCC. The product is [ClH:36].[NH2:25][CH2:24][CH:23]([C:20]1[CH:19]=[CH:18][C:17]([C:4]2[C:5]3[C:6]4[CH:16]=[CH:15][S:14][C:7]=4[C:8](=[O:13])[NH:9][C:10]=3[CH:11]=[CH:12][C:3]=2[O:2][CH3:1])=[CH:22][CH:21]=1)[CH:33]([CH3:34])[CH3:35]. The yield is 0.970. (3) The reactants are [CH3:1][S:2](Cl)(=[O:4])=[O:3].[NH2:6][C:7]1[CH:8]=[C:9]([CH:13]2[CH2:22][C:21]([CH3:24])([CH3:23])[C:20]3[C:15](=[CH:16][CH:17]=[C:18]([C:25]#[N:26])[CH:19]=3)[NH:14]2)[CH:10]=[CH:11][CH:12]=1.N1C=CC=CC=1. The catalyst is ClCCl. The product is [C:25]([C:18]1[CH:19]=[C:20]2[C:15](=[CH:16][CH:17]=1)[NH:14][CH:13]([C:9]1[CH:8]=[C:7]([NH:6][S:2]([CH3:1])(=[O:4])=[O:3])[CH:12]=[CH:11][CH:10]=1)[CH2:22][C:21]2([CH3:24])[CH3:23])#[N:26]. The yield is 0.521.